From a dataset of Full USPTO retrosynthesis dataset with 1.9M reactions from patents (1976-2016). Predict the reactants needed to synthesize the given product. (1) Given the product [CH2:26]([O:1][C:2]1[CH:3]=[C:4]2[C:8](=[CH:9][CH:10]=1)[C:7](=[O:11])[N:6]([C:12]1[CH:17]=[CH:16][C:15]([O:18][CH2:5][C:4]3[CH:8]=[CH:9][CH:10]=[CH:2][CH:3]=3)=[CH:14][CH:13]=1)[C:5]2=[O:19])[C:27]1[CH:32]=[CH:31][CH:30]=[CH:29][CH:28]=1, predict the reactants needed to synthesize it. The reactants are: [OH:1][C:2]1[CH:3]=[C:4]2[C:8](=[CH:9][CH:10]=1)[C:7](=[O:11])[N:6]([C:12]1[CH:17]=[CH:16][C:15]([OH:18])=[CH:14][CH:13]=1)[C:5]2=[O:19].C(=O)([O-])[O-].[K+].[K+].[CH2:26](Br)[C:27]1[CH:32]=[CH:31][CH:30]=[CH:29][CH:28]=1.O. (2) Given the product [NH2:1][C:2]1[C:3]([OH:12])=[CH:4][C:5]([C:6]([O:8][CH3:9])=[O:7])=[CH:10][C:11]=1[Br:13], predict the reactants needed to synthesize it. The reactants are: [NH2:1][C:2]1[CH:11]=[CH:10][C:5]([C:6]([O:8][CH3:9])=[O:7])=[CH:4][C:3]=1[OH:12].[Br:13]NC(=O)CCC(N)=O. (3) Given the product [C:33]([O:32][C:31]([NH:30][CH:27]1[CH2:28][CH2:29][N:24]([C:22]([C:21]2[CH:38]=[CH:39][C:18]([NH:17][C:2]3[C:12]4[CH:11]=[C:10]([C:13]([O:15][CH3:16])=[O:14])[CH2:9][CH2:8][NH:7][C:6]=4[N:5]=[CH:4][N:3]=3)=[CH:19][C:20]=2[Cl:40])=[O:23])[CH2:25][CH2:26]1)=[O:37])([CH3:36])([CH3:34])[CH3:35], predict the reactants needed to synthesize it. The reactants are: Cl[C:2]1[C:12]2[CH:11]=[C:10]([C:13]([O:15][CH3:16])=[O:14])[CH2:9][CH2:8][NH:7][C:6]=2[N:5]=[CH:4][N:3]=1.[NH2:17][C:18]1[CH:39]=[CH:38][C:21]([C:22]([N:24]2[CH2:29][CH2:28][CH:27]([NH:30][C:31](=[O:37])[O:32][C:33]([CH3:36])([CH3:35])[CH3:34])[CH2:26][CH2:25]2)=[O:23])=[C:20]([Cl:40])[CH:19]=1.[Cl-].[NH+]1C=CC=CC=1.C(=O)([O-])O.[Na+]. (4) The reactants are: [Cl:1][C:2]1[CH:7]=[CH:6][C:5]([C:8]2[N:12]([C:13]3[CH:18]=[CH:17][CH:16]=[CH:15][C:14]=3[Cl:19])[N:11]=[C:10]3[C:20](=O)[N:21]([CH:23]([CH3:25])[CH3:24])[CH2:22][C:9]=23)=[CH:4][CH:3]=1.B.C1COCC1. Given the product [Cl:1][C:2]1[CH:7]=[CH:6][C:5]([C:8]2[N:12]([C:13]3[CH:18]=[CH:17][CH:16]=[CH:15][C:14]=3[Cl:19])[N:11]=[C:10]3[CH2:20][N:21]([CH:23]([CH3:25])[CH3:24])[CH2:22][C:9]=23)=[CH:4][CH:3]=1, predict the reactants needed to synthesize it.